Dataset: Full USPTO retrosynthesis dataset with 1.9M reactions from patents (1976-2016). Task: Predict the reactants needed to synthesize the given product. (1) Given the product [CH3:1][Si:2]([CH3:9])([CH3:8])[O:14][CH2:13][CH2:12][CH2:11][Br:10], predict the reactants needed to synthesize it. The reactants are: [CH3:1][Si:2]([CH3:9])([CH3:8])N[Si:2]([CH3:9])([CH3:8])[CH3:1].[Br:10][CH2:11][CH2:12][CH2:13][OH:14].N. (2) Given the product [CH3:15][C:16]1([CH3:27])[C:20]([CH3:22])([CH3:21])[O:19][B:18]([C:5]2[S:1][C:2]([C:6]([OH:9])([CH3:8])[CH3:7])=[N:3][CH:4]=2)[O:17]1, predict the reactants needed to synthesize it. The reactants are: [S:1]1[CH:5]=[CH:4][N:3]=[C:2]1[C:6]([OH:9])([CH3:8])[CH3:7].C([Li])CCC.[CH3:15][C:16]1([CH3:27])[C:20]([CH3:22])([CH3:21])[O:19][B:18](OC(C)C)[O:17]1.Cl. (3) Given the product [OH:10][C@@H:8]([C:4]1[CH:3]=[C:2]([OH:1])[CH:7]=[CH:6][CH:5]=1)[CH3:9], predict the reactants needed to synthesize it. The reactants are: [OH:1][C:2]1[CH:3]=[C:4]([C:8](=[O:10])[CH3:9])[CH:5]=[CH:6][CH:7]=1.B1(C)OC(C2C=CC=CC=2)(C2C=CC=CC=2)[C@H]2N1CCC2. (4) Given the product [NH2:14][C:10]1[CH:11]=[C:12]2[C:7](=[C:8]([CH2:17][OH:18])[CH:9]=1)[NH:6][C:5]([C:1]([CH3:4])([CH3:3])[CH3:2])=[CH:13]2, predict the reactants needed to synthesize it. The reactants are: [C:1]([C:5]1[NH:6][C:7]2[C:12]([CH:13]=1)=[CH:11][C:10]([N+:14]([O-])=O)=[CH:9][C:8]=2[CH2:17][OH:18])([CH3:4])([CH3:3])[CH3:2]. (5) Given the product [ClH:30].[ClH:30].[NH:43]=[C:19]([NH:18][CH2:16][C@H:2]([S:35][CH2:34][C@@:32]([CH3:31])([C:36]([OH:38])=[O:37])[NH2:33])[CH3:3])[CH3:20], predict the reactants needed to synthesize it. The reactants are: F[C:2](F)(F)[C:3](O)=O.C(O[C:16]([NH:18][CH2:19][C@H:20](SC[C@@](C)(C(O)=O)N)C)=O)C1C=CC=CC=1.[ClH:30].[CH3:31][C@@:32]([C:36]([OH:38])=[O:37])([CH2:34][SH:35])[NH2:33].[H-].[Na+].Cl.C[N:43]1CCCC1=O. (6) Given the product [CH:2]([OH:3])([C:1]([OH:10])=[O:9])[CH:4]([OH:5])[C:6]([OH:8])=[O:7], predict the reactants needed to synthesize it. The reactants are: [C:1]([OH:10])(=[O:9])[CH:2]([CH:4]([C:6]([OH:8])=[O:7])[OH:5])[OH:3].C(O)C. (7) Given the product [F:1][C:2]1[C:10]2[C:5](=[CH:6][CH:7]=[C:8]([S:11]([CH3:14])(=[O:12])=[O:13])[CH:9]=2)[NH:4][CH:3]=1, predict the reactants needed to synthesize it. The reactants are: [F:1][C:2]1(F)[C:10]2[C:5](=[CH:6][CH:7]=[C:8]([S:11]([CH3:14])(=[O:13])=[O:12])[CH:9]=2)[NH:4][C:3]1=O.BF.Cl.[OH-].[Na+].